Dataset: Peptide-MHC class I binding affinity with 185,985 pairs from IEDB/IMGT. Task: Regression. Given a peptide amino acid sequence and an MHC pseudo amino acid sequence, predict their binding affinity value. This is MHC class I binding data. (1) The peptide sequence is THEANTMAM. The MHC is HLA-B58:01 with pseudo-sequence HLA-B58:01. The binding affinity (normalized) is 0.0847. (2) The peptide sequence is FLLGLLVHV. The MHC is HLA-A02:01 with pseudo-sequence HLA-A02:01. The binding affinity (normalized) is 0.828. (3) The peptide sequence is MVTDKTAYI. The MHC is HLA-A02:03 with pseudo-sequence HLA-A02:03. The binding affinity (normalized) is 0.936. (4) The peptide sequence is RHLIFSYAF. The MHC is HLA-A32:01 with pseudo-sequence HLA-A32:01. The binding affinity (normalized) is 0.759. (5) The peptide sequence is QASQDVKNW. The MHC is HLA-B58:02 with pseudo-sequence HLA-B58:02. The binding affinity (normalized) is 0.0847. (6) The peptide sequence is FRYEFTAPF. The MHC is HLA-A03:01 with pseudo-sequence HLA-A03:01. The binding affinity (normalized) is 0.0847. (7) The peptide sequence is ARHGEYAPF. The MHC is HLA-A68:02 with pseudo-sequence HLA-A68:02. The binding affinity (normalized) is 0.0847.